Dataset: Full USPTO retrosynthesis dataset with 1.9M reactions from patents (1976-2016). Task: Predict the reactants needed to synthesize the given product. (1) The reactants are: Br.[C:2]([C:6]1[CH:11]=[CH:10][C:9](/[C:12](/[C:31]2[N:36]=[C:35]([O:37]C)[C:34]([CH2:39][CH2:40][C:41]([OH:43])=[O:42])=[CH:33][CH:32]=2)=[CH:13]\[C@H:14]2[CH2:18][CH2:17][C:16](=[O:19])[N:15]2[CH2:20][C:21]2[CH:26]=[CH:25][C:24]([O:27][CH3:28])=[CH:23][C:22]=2[O:29][CH3:30])=[CH:8][CH:7]=1)([CH3:5])([CH3:4])[CH3:3].O. Given the product [C:2]([C:6]1[CH:7]=[CH:8][C:9](/[C:12](/[C:31]2[NH:36][C:35](=[O:37])[C:34]([CH2:39][CH2:40][C:41]([OH:43])=[O:42])=[CH:33][CH:32]=2)=[CH:13]\[C@H:14]2[CH2:18][CH2:17][C:16](=[O:19])[N:15]2[CH2:20][C:21]2[CH:26]=[CH:25][C:24]([O:27][CH3:28])=[CH:23][C:22]=2[O:29][CH3:30])=[CH:10][CH:11]=1)([CH3:5])([CH3:3])[CH3:4], predict the reactants needed to synthesize it. (2) Given the product [Cl:1][C:2]1[CH:3]=[C:4]([CH2:9][CH2:10][CH2:11][CH2:12][CH2:13][CH2:14][CH2:15][CH2:16][OH:17])[CH:5]=[CH:6][C:7]=1[Cl:8], predict the reactants needed to synthesize it. The reactants are: [Cl:1][C:2]1[CH:3]=[C:4]([C:9]#[C:10][CH2:11][CH2:12][CH2:13][CH2:14][CH2:15][CH2:16][OH:17])[CH:5]=[CH:6][C:7]=1[Cl:8]. (3) The reactants are: [Cl:1][C:2]1[CH:7]=[CH:6][CH:5]=[C:4]([Cl:8])[C:3]=1[N:9]1[CH:26]=[C:12]2[C:13]([NH:17][C:18]3[CH:23]=[C:22]([CH3:24])[N:21]=[C:20](C)[N:19]=3)=[N:14][CH:15]=[CH:16][C:11]2=[N:10]1.[Cl:27]C1C2=CN(C3C(Cl)=CC=CC=3Cl)N=C2C=CN=1.ClC1N=C(N)C=C(C)N=1. Given the product [Cl:27][C:20]1[N:19]=[C:18]([NH:17][C:13]2[C:12]3=[CH:26][N:9]([C:3]4[C:4]([Cl:8])=[CH:5][CH:6]=[CH:7][C:2]=4[Cl:1])[N:10]=[C:11]3[CH:16]=[CH:15][N:14]=2)[CH:23]=[C:22]([CH3:24])[N:21]=1, predict the reactants needed to synthesize it. (4) The reactants are: Cl[C:2]1[CH:3]=[C:4]2[C:12](=[O:13])[C:11]3[CH:14]=[C:15]([CH2:18][S:19]([NH:22][CH2:23][C:24]4[CH:29]=[CH:28][CH:27]=[CH:26][N:25]=4)(=[O:21])=[O:20])[CH:16]=[CH:17][C:10]=3[CH:9]=[CH:8][C:5]2=[N:6][CH:7]=1.[CH3:30][N:31]1[CH:35]=[C:34](B2OC(C)(C)C(C)(C)O2)[CH:33]=[N:32]1.[F-].[K+].F[B-](F)(F)F.C([PH+](C(C)(C)C)C(C)(C)C)(C)(C)C. Given the product [CH3:30][N:31]1[CH:35]=[C:34]([C:2]2[CH:3]=[C:4]3[C:12](=[O:13])[C:11]4[CH:14]=[C:15]([CH2:18][S:19]([NH:22][CH2:23][C:24]5[CH:29]=[CH:28][CH:27]=[CH:26][N:25]=5)(=[O:21])=[O:20])[CH:16]=[CH:17][C:10]=4[CH:9]=[CH:8][C:5]3=[N:6][CH:7]=2)[CH:33]=[N:32]1, predict the reactants needed to synthesize it. (5) The reactants are: [Cl:1][C:2]1[CH:3]=[N:4][C:5]2[C:10]([C:11]=1[CH2:12][CH2:13][NH:14][C:15]1([C:22]([O:24]C)=[O:23])[CH2:21][CH2:20][CH2:19][NH:18][CH2:17][CH2:16]1)=[CH:9][C:8]([O:26][CH3:27])=[CH:7][CH:6]=2.[Li+].[OH-:29].[C:30](O)([C:32](F)(F)F)=[O:31].C[N:38]1[C:42](=O)[CH2:41][CH2:40][CH2:39]1. Given the product [OH2:23].[C:3](#[N:4])[CH3:2].[NH4+:38].[OH-:31].[Cl:1][C:2]1[CH:3]=[N:4][C:5]2[C:10]([C:11]=1[C@@H:12]([OH:29])[CH2:13][NH:14][C:15]1([C:22]([OH:24])=[O:23])[CH2:21][CH2:20][CH2:19][N:18]([CH:39]3[CH2:42][CH:41]([C:30]4[CH:32]=[CH:10][CH:11]=[CH:2][CH:3]=4)[CH2:40]3)[CH2:17][CH2:16]1)=[CH:9][C:8]([O:26][CH3:27])=[CH:7][CH:6]=2, predict the reactants needed to synthesize it. (6) Given the product [CH3:33][N:34]1[CH2:39][CH2:38][N:37]([CH2:2][C:3]([O:5][C:6]2[CH:11]=[CH:10][C:9](/[C:12](/[C:22]3[CH:27]=[CH:26][C:25](/[CH:28]=[CH:29]/[C:30]([OH:32])=[O:31])=[CH:24][CH:23]=3)=[C:13](\[C:16]3[CH:21]=[CH:20][CH:19]=[CH:18][CH:17]=3)/[CH2:14][CH3:15])=[CH:8][CH:7]=2)=[O:4])[CH2:36][CH2:35]1, predict the reactants needed to synthesize it. The reactants are: Cl[CH2:2][C:3]([O:5][C:6]1[CH:11]=[CH:10][C:9](/[C:12](/[C:22]2[CH:27]=[CH:26][C:25](/[CH:28]=[CH:29]/[C:30]([OH:32])=[O:31])=[CH:24][CH:23]=2)=[C:13](\[C:16]2[CH:21]=[CH:20][CH:19]=[CH:18][CH:17]=2)/[CH2:14][CH3:15])=[CH:8][CH:7]=1)=[O:4].[CH3:33][N:34]1[CH2:39][CH2:38][NH:37][CH2:36][CH2:35]1.